From a dataset of Full USPTO retrosynthesis dataset with 1.9M reactions from patents (1976-2016). Predict the reactants needed to synthesize the given product. (1) Given the product [CH:44]1([CH2:43][C@H:21]([NH:20][C:17]([C:13]2[O:12][CH:16]=[CH:15][CH:14]=2)=[O:19])[C:22](=[O:23])[NH:24][C@H:25]2[CH2:31][CH2:30][C@@H:29]([CH3:32])[N:28]([S:33]([C:36]3[CH:41]=[CH:40][CH:39]=[CH:38][N:37]=3)(=[O:34])=[O:35])[CH2:27][C@@H:26]2[OH:42])[CH2:49][CH2:48][CH2:47][CH2:46][CH2:45]1, predict the reactants needed to synthesize it. The reactants are: CN(C)CCCN=C=NCC.[O:12]1[CH:16]=[CH:15][CH:14]=[C:13]1[C:17]([OH:19])=O.[NH2:20][C@@H:21]([CH2:43][CH:44]1[CH2:49][CH2:48][CH2:47][CH2:46][CH2:45]1)[C:22]([NH:24][C@H:25]1[CH2:31][CH2:30][C@@H:29]([CH3:32])[N:28]([S:33]([C:36]2[CH:41]=[CH:40][CH:39]=[CH:38][N:37]=2)(=[O:35])=[O:34])[CH2:27][C@@H:26]1[OH:42])=[O:23].C(N(C(C)C)CC)(C)C.OC1C2N=NNC=2C=CC=1. (2) The reactants are: FC(F)(F)S(O[C:7]1[C:8]([C:18]([N:20]([O:22][CH3:23])[CH3:21])=[O:19])=[CH:9][C:10]([Cl:17])=[C:11]2[C:16]=1[N:15]=[CH:14][CH:13]=[CH:12]2)(=O)=O.[NH:26]1[CH2:30][CH2:29][C@H:28]([NH:31][C:32](=[O:34])[CH3:33])[CH2:27]1.C(=O)([O-])[O-].[Cs+].[Cs+]. Given the product [C:32]([NH:31][C@H:28]1[CH2:29][CH2:30][N:26]([C:7]2[C:8]([C:18]([N:20]([O:22][CH3:23])[CH3:21])=[O:19])=[CH:9][C:10]([Cl:17])=[C:11]3[C:16]=2[N:15]=[CH:14][CH:13]=[CH:12]3)[CH2:27]1)(=[O:34])[CH3:33], predict the reactants needed to synthesize it.